Dataset: Clinical trial toxicity outcomes and FDA approval status for drugs. Task: Regression/Classification. Given a drug SMILES string, predict its toxicity properties. Task type varies by dataset: regression for continuous values (e.g., LD50, hERG inhibition percentage) or binary classification for toxic/non-toxic outcomes (e.g., AMES mutagenicity, cardiotoxicity, hepatotoxicity). Dataset: clintox. (1) The compound is CC(C)[C@@]1(C(=O)N[C@H]2CC(=O)O[C@]2(O)CF)CC(c2nccc3ccccc23)=NO1. The result is 1 (failed clinical trial for toxicity). (2) The drug is OCC[NH+]1CCN(CCCN2c3ccccc3Sc3ccc(C(F)(F)F)cc32)CC1. The result is 0 (passed clinical trial).